This data is from Reaction yield outcomes from USPTO patents with 853,638 reactions. The task is: Predict the reaction yield, written as a fraction of the theoretical maximum amount of product (1.0 means a 100% yield; for example, 0.34 means a 34% yield). (1) The yield is 0.610. The reactants are C(OC([N:8]1[C:16]2[C:11](=[CH:12][CH:13]=[CH:14][CH:15]=2)[C:10]([C:17]2[C:18](=[O:41])[N:19](C(OC(C)(C)C)=O)[CH2:20][C:21]=2[C:22]2[C:32]3=[C:33]4[C:28](=[CH:29][CH:30]=[CH:31]3)[CH2:27][CH2:26][CH2:25][N:24]4[CH:23]=2)=[CH:9]1)=O)(C)(C)C.Cl. The product is [C:22]1([C:21]2[CH2:20][NH:19][C:18](=[O:41])[C:17]=2[C:10]2[C:11]3[C:16](=[CH:15][CH:14]=[CH:13][CH:12]=3)[NH:8][CH:9]=2)[C:32]2=[C:33]3[C:28](=[CH:29][CH:30]=[CH:31]2)[CH2:27][CH2:26][CH2:25][N:24]3[CH:23]=1. The catalyst is O1CCOCC1. (2) The catalyst is O.ClCCl. The reactants are [C:1]([O:5][C:6]([N:8]1[CH2:12][C@@H:11]([OH:13])[CH2:10][C@H:9]1[C:14]([OH:16])=O)=[O:7])([CH3:4])([CH3:3])[CH3:2].CCN=C=NCCCN(C)C.C1C=CC2N(O)N=NC=2C=1.[CH3:38][O:39][C:40]1[C:44]([CH2:45][NH2:46])=[CH:43][N:42]([C:47]2[CH:52]=[CH:51][C:50]([C:53]([F:56])([F:55])[F:54])=[CH:49][CH:48]=2)[N:41]=1. The yield is 0.600. The product is [OH:13][C@@H:11]1[CH2:12][N:8]([C:6]([O:5][C:1]([CH3:2])([CH3:3])[CH3:4])=[O:7])[C@H:9]([C:14](=[O:16])[NH:46][CH2:45][C:44]2[C:40]([O:39][CH3:38])=[N:41][N:42]([C:47]3[CH:48]=[CH:49][C:50]([C:53]([F:56])([F:54])[F:55])=[CH:51][CH:52]=3)[CH:43]=2)[CH2:10]1. (3) The reactants are [CH2:1]([O:3][C:4](=[O:30])[CH:5]=[C:6]([N:13]1[C:21]2[C:16](=[CH:17][C:18]([O:22]CC3C=CC=CC=3)=[CH:19][CH:20]=2)[CH:15]=[CH:14]1)[C:7]1[CH:12]=[CH:11][CH:10]=[CH:9][CH:8]=1)[CH3:2]. The catalyst is [Pd].CO. The product is [CH2:1]([O:3][C:4](=[O:30])[CH2:5][CH:6]([N:13]1[C:21]2[C:16](=[CH:17][C:18]([OH:22])=[CH:19][CH:20]=2)[CH:15]=[CH:14]1)[C:7]1[CH:12]=[CH:11][CH:10]=[CH:9][CH:8]=1)[CH3:2]. The yield is 0.960. (4) The reactants are [CH3:1][O:2][C:3]1[CH:21]=[CH:20][C:6]([CH2:7][N:8]2[C:16]3[C:11](=[C:12]([N+:17]([O-])=O)[CH:13]=[CH:14][CH:15]=3)[CH:10]=[N:9]2)=[CH:5][CH:4]=1.C(OCC)(=O)C. The catalyst is C(O)C.[Pt](=O)=O. The product is [CH3:1][O:2][C:3]1[CH:4]=[CH:5][C:6]([CH2:7][N:8]2[C:16]3[CH:15]=[CH:14][CH:13]=[C:12]([NH2:17])[C:11]=3[CH:10]=[N:9]2)=[CH:20][CH:21]=1. The yield is 1.00.